Dataset: Full USPTO retrosynthesis dataset with 1.9M reactions from patents (1976-2016). Task: Predict the reactants needed to synthesize the given product. (1) Given the product [F:1][C:2]1([CH2:12][CH2:13][CH:14]2[C:22]3[C:17](=[CH:18][CH:19]=[CH:20][CH:21]=3)[C:16]3=[CH:23][N:24]=[CH:25][N:15]23)[CH2:7][CH2:6][CH:5]([S:8]([Cl:27])(=[O:10])=[O:9])[CH2:4][CH2:3]1, predict the reactants needed to synthesize it. The reactants are: [F:1][C:2]1([CH2:12][CH2:13][CH:14]2[C:22]3[C:17](=[CH:18][CH:19]=[CH:20][CH:21]=3)[C:16]3=[CH:23][N:24]=[CH:25][N:15]23)[CH2:7][CH2:6][CH:5]([S:8](O)(=[O:10])=[O:9])[CH2:4][CH2:3]1.C(Cl)[Cl:27]. (2) Given the product [N+:17]([C:20]1[CH:25]=[CH:24][CH:23]=[CH:22][C:21]=1[S:26]([N:1]1[C:9]2[C:4](=[CH:5][CH:6]=[CH:7][CH:8]=2)[CH2:3][CH2:2]1)(=[O:28])=[O:27])([O-:19])=[O:18], predict the reactants needed to synthesize it. The reactants are: [NH:1]1[C:9]2[C:4](=[CH:5][CH:6]=[CH:7][CH:8]=2)[CH2:3][CH2:2]1.C(N(CC)CC)C.[N+:17]([C:20]1[CH:25]=[CH:24][CH:23]=[CH:22][C:21]=1[S:26](Cl)(=[O:28])=[O:27])([O-:19])=[O:18].